From a dataset of Full USPTO retrosynthesis dataset with 1.9M reactions from patents (1976-2016). Predict the reactants needed to synthesize the given product. (1) Given the product [Cl:1][CH:2]([Cl:10])[C:3]1[CH:4]=[CH:5][N:12]([CH3:11])[N:13]=1, predict the reactants needed to synthesize it. The reactants are: [Cl:1][CH:2]([Cl:10])[C:3](=O)[CH:4]=[CH:5]OCC.[CH3:11][NH:12][NH2:13]. (2) Given the product [Si:13]([O:9][C:8]1[CH:7]=[CH:6][C:5]([C:10](=[O:12])[CH3:11])=[CH:4][C:3]=1[CH2:1][CH3:2])([C:16]([CH3:19])([CH3:18])[CH3:17])([CH3:15])[CH3:14], predict the reactants needed to synthesize it. The reactants are: [CH2:1]([C:3]1[CH:4]=[C:5]([C:10](=[O:12])[CH3:11])[CH:6]=[CH:7][C:8]=1[OH:9])[CH3:2].[Si:13](Cl)([C:16]([CH3:19])([CH3:18])[CH3:17])([CH3:15])[CH3:14].N1C=CN=C1.O. (3) Given the product [CH:28]([C:17]1[C:16]2[C:20](=[CH:21][C:22]([C:23]#[N:24])=[C:14]([C:11]3[CH:10]=[CH:9][C:8]([O:7][CH3:6])=[CH:13][CH:12]=3)[CH:15]=2)[NH:19][CH:18]=1)=[O:29], predict the reactants needed to synthesize it. The reactants are: P(Cl)(Cl)(Cl)=O.[CH3:6][O:7][C:8]1[CH:13]=[CH:12][C:11]([C:14]2[CH:15]=[C:16]3[C:20](=[CH:21][C:22]=2[C:23]#[N:24])[NH:19][CH:18]=[CH:17]3)=[CH:10][CH:9]=1.CN([CH:28]=[O:29])C. (4) The reactants are: C([SiH2][O:6][C:7](C)(C)[C:8]1[N:9]=[C:10]([NH:13][C:14]([C:16]2[C:21]([NH:22][C:23]3[CH:24]=[N:25][CH:26]=[N:27][CH:28]=3)=[CH:20][CH:19]=[C:18]([CH3:29])[N:17]=2)=[O:15])[S:11][CH:12]=1)(C)(C)C.FC(F)(F)C(O)=O.C(=O)([O-])[O-].[Na+].[Na+]. Given the product [OH:6][CH2:7][C:8]1[N:9]=[C:10]([NH:13][C:14]([C:16]2[C:21]([NH:22][C:23]3[CH:24]=[N:25][CH:26]=[N:27][CH:28]=3)=[CH:20][CH:19]=[C:18]([CH3:29])[N:17]=2)=[O:15])[S:11][CH:12]=1, predict the reactants needed to synthesize it. (5) Given the product [N:16]1[CH:17]=[CH:12][CH:13]=[CH:14][C:15]=1[C:26]1[CH2:27][N:28]([C:32]([O-:34])=[O:33])[CH2:29][CH2:30][CH:31]=1.[F:11][C:12]1[CH:13]=[CH:14][C:15]([CH:26]2[CH2:31][CH2:30][CH2:29][N:28]([C:32]([O:34][C:35]([CH3:37])([CH3:36])[CH3:38])=[O:33])[CH2:27]2)=[N:16][C:17]=1[CH2:18][NH:19][C@H:20]([CH:23]([CH3:25])[CH3:24])[CH2:21][OH:22], predict the reactants needed to synthesize it. The reactants are: C12CC(CC1)C=C2B(O)O.[F:11][C:12]1[CH:13]=[CH:14][C:15]([C:26]2[CH2:27][N:28]([C:32]([O:34][C:35]([CH3:38])([CH3:37])[CH3:36])=[O:33])[CH2:29][CH2:30][CH:31]=2)=[N:16][C:17]=1[CH2:18][NH:19][C@H:20]([CH:23]([CH3:25])[CH3:24])[CH2:21][OH:22]. (6) Given the product [C:6]([C:14]1[CH:15]=[CH:16][C:11]([C:8]2[CH:9]=[CH:10][CH:5]=[C:6]3[C:7]=2[CH2:17][C:21]([CH3:22])([OH:24])[CH2:19]3)=[CH:12][CH:13]=1)([CH3:19])([CH3:7])[CH3:5], predict the reactants needed to synthesize it. The reactants are: C([C:5]1[CH:10]=[CH:9][C:8]([C:11]2[CH:16]=[CH:15][CH:14]=[CH:13][CH:12]=2)=[C:7]([CH2:17]Cl)[C:6]=1[CH2:19]Cl)(C)(C)C.[C:21]([O:24]C)(=O)[CH3:22].O. (7) Given the product [NH2:37][C@@H:38]1[CH2:43][CH2:42][CH2:41][N:40]([C:44]2[N:49]([CH2:22][C:21]3[CH:24]=[CH:25][CH:26]=[CH:27][C:20]=3[Br:19])[C:48](=[O:59])[NH:47][C:46](=[O:61])[CH:45]=2)[CH2:39]1, predict the reactants needed to synthesize it. The reactants are: ClC1N(CC2C=CC=CC=2C#N)C(=O)NC(=O)C=1.[Br:19][C:20]1[CH:27]=[CH:26][CH:25]=[CH:24][C:21]=1[CH2:22]Br.C(O)(=O)C1C=CC=CC=1.[NH2:37][CH:38]1[CH2:43][CH2:42][CH2:41][N:40]([C:44]2[N:49](CC3C=CC=CC=3C#N)[C:48](=[O:59])[N:47](C)[C:46](=[O:61])[CH:45]=2)[CH2:39]1. (8) Given the product [CH3:12][C:11]1[C:7]2[C:1]3[CH2:6][CH2:5][CH2:4][CH2:3][C:2]=3[C:23](=[O:24])[NH:19][C:8]=2[N:9]([C:13]2[CH:18]=[CH:17][CH:16]=[CH:15][CH:14]=2)[N:10]=1, predict the reactants needed to synthesize it. The reactants are: [C:1]1([C:7]2[C:11]([CH3:12])=[N:10][N:9]([C:13]3[CH:18]=[CH:17][CH:16]=[CH:15][CH:14]=3)[C:8]=2[NH2:19])[CH2:6][CH2:5][CH2:4][CH2:3][CH:2]=1.C(N=[C:23]=[O:24])C. (9) Given the product [CH:11]1[C:12]2[N:13]([CH2:15][CH2:16][O:17][C:18]3[CH:23]=[CH:22][C:21]([CH2:24][C@@H:25]([O:38][CH2:39][CH3:40])[C:26]([OH:42])=[O:27])=[CH:20][CH:19]=3)[C:14]3[C:5](=[CH:4][CH:3]=[CH:2][CH:1]=3)[O:6][C:7]=2[CH:8]=[CH:9][CH:10]=1, predict the reactants needed to synthesize it. The reactants are: [CH:1]1[C:14]2[N:13]([CH2:15][CH2:16][O:17][C:18]3[CH:23]=[CH:22][C:21]([CH2:24][CH:25]([O:38][CH2:39][CH3:40])[C:26](NC(C4C=CC=CC=4)CO)=[O:27])=[CH:20][CH:19]=3)[C:12]3[C:7](=[CH:8][CH:9]=[CH:10][CH:11]=3)[O:6][C:5]=2[CH:4]=[CH:3][CH:2]=1.S(=O)(=O)(O)[OH:42].C(=O)([O-])O.[Na+].